Dataset: Forward reaction prediction with 1.9M reactions from USPTO patents (1976-2016). Task: Predict the product of the given reaction. (1) Given the reactants [Cl:1][C:2]1[CH:7]=[CH:6][C:5]([C:8]2[CH2:12][O:11][C:10](=O)[C:9]=2[C:14]2[CH:21]=[CH:20][C:17]([C:18]#[N:19])=[CH:16][CH:15]=2)=[CH:4][CH:3]=1.[N:22](C(OC(C)(C)C)=O)=[N:23]C(OC(C)(C)C)=O.Cl.CC([O-])=O.[Na+], predict the reaction product. The product is: [Cl:1][C:2]1[CH:7]=[CH:6][C:5]([C:8]2[CH:12]=[N:23][NH:22][C:10](=[O:11])[C:9]=2[C:14]2[CH:21]=[CH:20][C:17]([C:18]#[N:19])=[CH:16][CH:15]=2)=[CH:4][CH:3]=1. (2) Given the reactants CC1C=CC(S(O[CH2:12][CH:13]2[CH2:17][C:16]3[CH:18]=[C:19]([F:30])[CH:20]=[C:21]([C:22]4[C:27]([Cl:28])=[CH:26][CH:25]=[CH:24][C:23]=4[Cl:29])[C:15]=3[O:14]2)(=O)=O)=CC=1.[CH3:31][NH2:32], predict the reaction product. The product is: [Cl:29][C:23]1[CH:24]=[CH:25][CH:26]=[C:27]([Cl:28])[C:22]=1[C:21]1[C:15]2[O:14][CH:13]([CH2:12][NH:32][CH3:31])[CH2:17][C:16]=2[CH:18]=[C:19]([F:30])[CH:20]=1. (3) Given the reactants [CH3:1][O:2][C:3]([C:5]1[CH:6]=[CH:7][C:8]([C:11]([OH:13])=O)=[N:9][CH:10]=1)=[O:4].[CH:14]1([NH2:17])[CH2:16][CH2:15]1.CCN(CC)CC.CN(C(ON1N=NC2C=CC=CC1=2)=[N+](C)C)C.F[P-](F)(F)(F)(F)F, predict the reaction product. The product is: [CH:14]1([NH:17][C:11]([C:8]2[N:9]=[CH:10][C:5]([C:3]([O:2][CH3:1])=[O:4])=[CH:6][CH:7]=2)=[O:13])[CH2:16][CH2:15]1. (4) Given the reactants [NH2:1][CH2:2][CH2:3][NH:4][CH2:5][CH2:6][NH:7][CH2:8][CH2:9][NH2:10].C([Cl:30])(=O)CCCCCCC/C=C\CCCCCCCC, predict the reaction product. The product is: [ClH:30].[ClH:30].[NH2:1][CH2:2][CH2:3][NH:4][CH2:5][CH2:6][NH:7][CH2:8][CH2:9][NH2:10]. (5) Given the reactants [F:1][C:2]1[CH:30]=[CH:29][CH:28]=[CH:27][C:3]=1[O:4][C:5]1[N:10]=[C:9]2[O:11][C:12]([C:14]3[CH:24]=[C:23]([CH3:25])[C:17]([O:18][CH2:19][C:20]([OH:22])=[O:21])=[C:16]([CH3:26])[CH:15]=3)=[N:13][C:8]2=[CH:7][CH:6]=1.F[C:32]1C=CC=CC=1OC1N=C2OC(C3C=C(C)C(O)=C(C)C=3)=NC2=CC=1.BrC(C)C(OC(C)(C)C)=O, predict the reaction product. The product is: [F:1][C:2]1[CH:30]=[CH:29][CH:28]=[CH:27][C:3]=1[O:4][C:5]1[N:10]=[C:9]2[O:11][C:12]([C:14]3[CH:15]=[C:16]([CH3:26])[C:17]([O:18][CH:19]([CH3:32])[C:20]([OH:22])=[O:21])=[C:23]([CH3:25])[CH:24]=3)=[N:13][C:8]2=[CH:7][CH:6]=1. (6) Given the reactants [NH:1]1[C:9]2[C:4](=[CH:5][CH:6]=[CH:7][CH:8]=2)[CH:3]=[CH:2]1.[CH:10](N(CC)C(C)C)([CH3:12])[CH3:11].C(Br)C#C, predict the reaction product. The product is: [CH2:12]([C:3]1[C:4]2[C:9](=[CH:8][CH:7]=[CH:6][CH:5]=2)[NH:1][CH:2]=1)[C:10]#[CH:11]. (7) Given the reactants O[C:2]([CH:4]([C:6]1[CH:15]=[CH:14][C:9]([CH2:10][CH:11]([CH3:13])[CH3:12])=[CH:8][CH:7]=1)[CH3:5])=[O:3].C(Cl)(=O)C(Cl)=O.[CH3:22][O:23][C:24]([C:26]1[CH2:27][N:28]([CH2:32][CH2:33][CH2:34][CH2:35][CH2:36][CH2:37][CH2:38][CH2:39]O)[CH2:29][CH2:30][CH:31]=1)=[O:25].C(Cl)(Cl)Cl, predict the reaction product. The product is: [CH3:22][O:23][C:24]([C:26]1[CH2:27][N:28]([CH2:32][CH2:33][CH2:34][CH2:35][CH2:36][CH2:37][CH2:38][CH2:39][C:2](=[O:3])[CH:4]([C:6]2[CH:15]=[CH:14][C:9]([CH2:10][CH:11]([CH3:13])[CH3:12])=[CH:8][CH:7]=2)[CH3:5])[CH2:29][CH2:30][CH:31]=1)=[O:25]. (8) Given the reactants [S:1](=[O:5])(=[O:4])([OH:3])[OH:2].[CH3:6][O:7][C:8]1[N:13]=[C:12](/[CH:14]=[CH:15]/[C:16]2[N:34]=[C:19]3[C@H:20]([C:24]4[CH:29]=[CH:28][CH:27]=[CH:26][C:25]=4[C:30]([F:33])([F:32])[F:31])[CH2:21][CH2:22][CH2:23][N:18]3[N:17]=2)[CH:11]=[CH:10][C:9]=1[N:35]1[CH:39]=[C:38]([CH3:40])[N:37]=[CH:36]1.C(OCC)(=O)C, predict the reaction product. The product is: [S:1]([O:3][S:1]([OH:4])(=[O:3])=[O:2])([OH:2])(=[O:5])=[O:4].[CH3:6][O:7][C:8]1[N:13]=[C:12](/[CH:14]=[CH:15]/[C:16]2[N:34]=[C:19]3[C@H:20]([C:24]4[CH:29]=[CH:28][CH:27]=[CH:26][C:25]=4[C:30]([F:33])([F:32])[F:31])[CH2:21][CH2:22][CH2:23][N:18]3[N:17]=2)[CH:11]=[CH:10][C:9]=1[N:35]1[CH:39]=[C:38]([CH3:40])[N:37]=[CH:36]1. (9) Given the reactants C(O[C:6]([N:8]1[CH2:13][CH2:12][CH:11]([NH:14][CH2:15][CH:16]([OH:29])[CH2:17][O:18][C:19]2[CH:24]=[CH:23][C:22]([CH2:25][CH2:26][O:27][CH3:28])=[CH:21][CH:20]=2)[CH2:10][CH2:9]1)=[O:7])(C)(C)C.Cl.Cl.CN(C)CCCN=C=NCC.N1C2C(=NC=CC=2)N(O)N=1.C1C2NC3C(=CC=CC=3)C=2C=CC=1OC[C@@H](O)CNC1CCN(C(=O)[CH2:78][O:79][C:80]2[CH:85]=[CH:84][C:83]([C:86]3[CH2:87][CH2:88][C:89](=[O:92])[NH:90][N:91]=3)=[CH:82][C:81]=2[Cl:93])CC1, predict the reaction product. The product is: [Cl:93][C:81]1[CH:82]=[C:83]([C:86]2[CH2:87][CH2:88][C:89](=[O:92])[NH:90][N:91]=2)[CH:84]=[CH:85][C:80]=1[O:79][CH2:78][C:6]([N:8]1[CH2:9][CH2:10][CH:11]([NH:14][CH2:15][CH:16]([OH:29])[CH2:17][O:18][C:19]2[CH:20]=[CH:21][C:22]([CH2:25][CH2:26][O:27][CH3:28])=[CH:23][CH:24]=2)[CH2:12][CH2:13]1)=[O:7].